Dataset: Forward reaction prediction with 1.9M reactions from USPTO patents (1976-2016). Task: Predict the product of the given reaction. (1) Given the reactants [Cl:1][C:2]1[C:7]([Cl:8])=[CH:6][CH:5]=[CH:4][C:3]=1[S:9]([NH:12][C:13]1[C:18]([O:19][CH3:20])=[N:17][C:16]([CH:21]=O)=[CH:15][N:14]=1)(=[O:11])=[O:10].[NH:23]1[CH2:28][CH2:27][O:26][CH2:25][CH2:24]1, predict the reaction product. The product is: [Cl:1][C:2]1[C:7]([Cl:8])=[CH:6][CH:5]=[CH:4][C:3]=1[S:9]([NH:12][C:13]1[C:18]([O:19][CH3:20])=[N:17][C:16]([CH2:21][N:23]2[CH2:28][CH2:27][O:26][CH2:25][CH2:24]2)=[CH:15][N:14]=1)(=[O:10])=[O:11]. (2) Given the reactants OS(O)(=O)=O.O[N:7]=[C:8]([C:14](=[O:16])[CH3:15])[C:9]([O:11][CH2:12][CH3:13])=[O:10].CC([O-])=O.[Na+].[Cl:22][C:23]1[CH:31]=[C:30]([Cl:32])[CH:29]=[CH:28][C:24]=1[C:25](Cl)=[O:26], predict the reaction product. The product is: [Cl:22][C:23]1[CH:31]=[C:30]([Cl:32])[CH:29]=[CH:28][C:24]=1[C:25]([NH:7][CH:8]([C:14](=[O:16])[CH3:15])[C:9]([O:11][CH2:12][CH3:13])=[O:10])=[O:26]. (3) Given the reactants Cl[CH2:2][C:3]1[N:7]([C:8]2[CH:15]=[CH:14][C:11]([C:12]#[N:13])=[C:10]([C:16]([F:19])([F:18])[F:17])[CH:9]=2)[N:6]=[N:5][N:4]=1.C(N(CC)CC)C.[N:27]1([C:33]([O:35][C:36]([CH3:39])([CH3:38])[CH3:37])=[O:34])[CH2:32][CH2:31][NH:30][CH2:29][CH2:28]1, predict the reaction product. The product is: [C:12]([C:11]1[CH:14]=[CH:15][C:8]([N:7]2[C:3]([CH2:2][N:30]3[CH2:29][CH2:28][N:27]([C:33]([O:35][C:36]([CH3:39])([CH3:38])[CH3:37])=[O:34])[CH2:32][CH2:31]3)=[N:4][N:5]=[N:6]2)=[CH:9][C:10]=1[C:16]([F:19])([F:18])[F:17])#[N:13].